From a dataset of Full USPTO retrosynthesis dataset with 1.9M reactions from patents (1976-2016). Predict the reactants needed to synthesize the given product. (1) Given the product [NH2:1][C:2]1[N:7]([C:8]2[CH:9]=[CH:10][C:11]([O:12][CH2:13][CH2:14][CH2:15][NH:52][C@@H:51]([CH2:53][C:54]3[CH:55]=[CH:56][CH:57]=[CH:58][CH:59]=3)[C:50]([O:49][CH:44]3[CH2:48][CH2:47][CH2:46][CH2:45]3)=[O:60])=[CH:21][CH:22]=2)[C:6](=[O:23])[CH:5]=[CH:4][C:3]=1[C:24](=[O:32])[C:25]1[CH:26]=[CH:27][C:28]([F:31])=[CH:29][CH:30]=1, predict the reactants needed to synthesize it. The reactants are: [NH2:1][C:2]1[N:7]([C:8]2[CH:22]=[CH:21][C:11]([O:12][CH2:13][CH2:14][CH2:15]OS(C)(=O)=O)=[CH:10][CH:9]=2)[C:6](=[O:23])[CH:5]=[CH:4][C:3]=1[C:24](=[O:32])[C:25]1[CH:30]=[CH:29][C:28]([F:31])=[CH:27][CH:26]=1.S(C1C=CC(C)=CC=1)(O)(=O)=O.[CH:44]1([O:49][C:50](=[O:60])[C@H:51]([CH2:53][C:54]2[CH:59]=[CH:58][CH:57]=[CH:56][CH:55]=2)[NH2:52])[CH2:48][CH2:47][CH2:46][CH2:45]1. (2) Given the product [CH3:18][O:17][C:12]1[CH:13]=[CH:14][CH:15]=[CH:16][C:11]=1[N:8]1[CH2:9][CH2:10][N:5]([CH2:3][C@H:2]([NH2:1])[CH2:19][C:20]2[CH:25]=[CH:24][CH:23]=[CH:22][N:21]=2)[CH2:6][CH2:7]1, predict the reactants needed to synthesize it. The reactants are: [NH2:1][C@H:2]([CH2:19][C:20]1[CH:25]=[CH:24][CH:23]=[CH:22][N:21]=1)[C:3]([N:5]1[CH2:10][CH2:9][N:8]([C:11]2[CH:16]=[CH:15][CH:14]=[CH:13][C:12]=2[O:17][CH3:18])[CH2:7][CH2:6]1)=O.B(F)(F)F.CCOCC.B.C1COCC1.Cl. (3) Given the product [CH3:29][N:27]([CH3:28])[C:13]1[S:14][C@H:15]2[O:16][C@H:17]([CH2:18][OH:19])[C@@H:9]([O:8][CH2:7][C:6]3[CH:5]=[CH:4][C:3]([O:2][CH3:1])=[CH:41][CH:40]=3)[C@H:10]([O:30][CH2:31][C:32]3[CH:33]=[CH:34][C:35]([O:38][CH3:39])=[CH:36][CH:37]=3)[C@H:11]2[N:12]=1, predict the reactants needed to synthesize it. The reactants are: [CH3:1][O:2][C:3]1[CH:41]=[CH:40][C:6]([CH2:7][O:8][C@@H:9]2[C@@H:17]([CH2:18][O:19][Si](C(C)(C)C)(C)C)[O:16][C@H:15]3[C@H:11]([N:12]=[C:13]([N:27]([CH3:29])[CH3:28])[S:14]3)[C@H:10]2[O:30][CH2:31][C:32]2[CH:37]=[CH:36][C:35]([O:38][CH3:39])=[CH:34][CH:33]=2)=[CH:5][CH:4]=1.CCCC[N+](CCCC)(CCCC)CCCC.[F-]. (4) Given the product [F:1][C:2]([F:7])([F:6])[C:3]([OH:5])=[O:4].[NH2:23][C:19]1[N:18]=[C:17]([NH:30][CH2:27][CH2:28][C:3]2[CH:2]=[CH:45][CH:41]=[CH:42][CH:43]=2)[N:16]=[C:15]2[C:20]=1[N:21]=[CH:22][N:14]2[C@@H:12]1[CH2:13][C@H:9]([NH:8][C:36](=[O:39])[CH2:37][CH3:38])[C@@H:10]([OH:26])[C@H:11]1[OH:25], predict the reactants needed to synthesize it. The reactants are: [F:1][C:2]([F:7])([F:6])[C:3]([OH:5])=[O:4].[NH2:8][C@H:9]1[CH2:13][C@@H:12]([N:14]2[CH:22]=[N:21][C:20]3[C:15]2=[N:16][C:17](Cl)=[N:18][C:19]=3[NH2:23])[C@H:11]([OH:25])[C@@H:10]1[OH:26].[CH:27]([N:30](C(C)C)CC)(C)[CH3:28].[C:36](Cl)(=[O:39])[CH2:37][CH3:38].[CH2:41]1[CH2:45]O[CH2:43][CH2:42]1. (5) Given the product [O:8]=[C:6]1[N:7]=[C:3]([NH:20][C:21]2[CH:22]=[C:23]([NH:27][C:28](=[O:30])[CH3:29])[CH:24]=[CH:25][CH:26]=2)[S:4]/[C:5]/1=[CH:9]\[C:10]1[CH:11]=[C:12]2[C:17](=[CH:18][CH:19]=1)[N:16]=[CH:15][CH:14]=[CH:13]2, predict the reactants needed to synthesize it. The reactants are: CS[C:3]1[S:4]/[C:5](=[CH:9]\[C:10]2[CH:11]=[C:12]3[C:17](=[CH:18][CH:19]=2)[N:16]=[CH:15][CH:14]=[CH:13]3)/[C:6](=[O:8])[N:7]=1.[NH2:20][C:21]1[CH:22]=[C:23]([NH:27][C:28](=[O:30])[CH3:29])[CH:24]=[CH:25][CH:26]=1. (6) Given the product [ClH:1].[Cl:1][C:2]1[C:11]2[C:6](=[CH:7][C:8]([S:12]([NH:15][C:16]3([C:23]([OH:25])=[O:24])[CH2:21][CH2:20][N:19]([CH3:22])[CH2:18][CH2:17]3)(=[O:14])=[O:13])=[CH:9][CH:10]=2)[C:5]([NH:27][C:28]([NH2:30])=[NH:29])=[N:4][CH:3]=1, predict the reactants needed to synthesize it. The reactants are: [Cl:1][C:2]1[C:11]2[C:6](=[CH:7][C:8]([S:12]([NH:15][C:16]3([C:23]([O:25]C)=[O:24])[CH2:21][CH2:20][N:19]([CH3:22])[CH2:18][CH2:17]3)(=[O:14])=[O:13])=[CH:9][CH:10]=2)[C:5]([NH:27][C:28]([NH2:30])=[NH:29])=[N:4][CH:3]=1.[OH-].[Na+].Cl. (7) Given the product [Cl:1][C:2]1[CH:7]=[CH:6][C:5]([C@H:8]2[CH2:17][CH2:16][N:15]3[C:10](=[N:11][N:12]4[C:21]([C:23]5([CH3:26])[CH2:25][CH2:24]5)=[N:20][CH:19]=[C:13]4[C:14]3=[O:18])[NH:9]2)=[CH:4][CH:3]=1, predict the reactants needed to synthesize it. The reactants are: [Cl:1][C:2]1[CH:7]=[CH:6][C:5]([C@H:8]2[CH2:17][CH2:16][N:15]3[C:10]([NH:11][N:12]=[C:13]([CH2:19][NH:20][C:21]([C:23]4([CH3:26])[CH2:25][CH2:24]4)=O)[C:14]3=[O:18])=[N:9]2)=[CH:4][CH:3]=1.P([O-])([O-])([O-])=O.[K+].[K+].[K+].C(=O)(O)[O-].[Na+]. (8) Given the product [ClH:1].[NH2:16][C:11]1[CH:12]=[CH:13][CH:14]=[CH:15][C:10]=1[C:9]([NH:8][C:3]1[CH:4]=[N:5][CH:6]=[CH:7][C:2]=1[Cl:1])=[O:19], predict the reactants needed to synthesize it. The reactants are: [Cl:1][C:2]1[CH:7]=[CH:6][N:5]=[CH:4][C:3]=1[NH:8][C:9](=[O:19])[C:10]1[CH:15]=[CH:14][CH:13]=[CH:12][C:11]=1[N+:16]([O-])=O.O.[Sn](Cl)(Cl)(Cl)Cl. (9) The reactants are: [F:1][C:2]1[CH:3]=[CH:4][CH:5]=[C:6]2[C:10]=1[NH:9][C:8](=[O:11])[CH2:7]2.[H-].[Na+].[Cl:14][C:15]1[C:24]2[C:19](=[CH:20][C:21]([O:27][CH2:28][CH2:29][CH2:30][N:31]3[CH2:36][CH2:35][O:34][CH2:33][CH2:32]3)=[C:22]([O:25][CH3:26])[CH:23]=2)[N:18]=[CH:17][N:16]=1. Given the product [ClH:14].[ClH:14].[F:1][C:2]1[CH:3]=[CH:4][CH:5]=[C:6]2[C:10]=1[NH:9][C:8](=[O:11])[CH:7]2[C:15]1[C:24]2[C:19](=[CH:20][C:21]([O:27][CH2:28][CH2:29][CH2:30][N:31]3[CH2:32][CH2:33][O:34][CH2:35][CH2:36]3)=[C:22]([O:25][CH3:26])[CH:23]=2)[N:18]=[CH:17][N:16]=1, predict the reactants needed to synthesize it. (10) Given the product [O:26]1[C:35]2[C:30](=[N:31][C:32]([CH2:36][NH:1][C:2]34[CH2:9][CH2:8][C:5]([CH:10]([OH:25])[CH2:11][C:12]5[C:21]6[C:16](=[CH:17][CH:18]=[C:19]([O:22][CH3:23])[N:20]=6)[N:15]=[CH:14][C:13]=5[F:24])([CH2:6][CH2:7]3)[O:4][CH2:3]4)=[CH:33][CH:34]=2)[O:29][CH2:28][CH2:27]1, predict the reactants needed to synthesize it. The reactants are: [NH2:1][C:2]12[CH2:9][CH2:8][C:5]([CH:10]([OH:25])[CH2:11][C:12]3[C:21]4[C:16](=[CH:17][CH:18]=[C:19]([O:22][CH3:23])[N:20]=4)[N:15]=[CH:14][C:13]=3[F:24])([CH2:6][CH2:7]1)[O:4][CH2:3]2.[O:26]1[C:35]2[C:30](=[N:31][C:32]([CH:36]=O)=[CH:33][CH:34]=2)[O:29][CH2:28][CH2:27]1.C(O)(=O)C.C(O[BH-](OC(=O)C)OC(=O)C)(=O)C.[Na+].